Dataset: Forward reaction prediction with 1.9M reactions from USPTO patents (1976-2016). Task: Predict the product of the given reaction. (1) Given the reactants [S:1](Cl)([C:4]1[C:16]2[CH:15]=[CH:14][CH:13]=[C:9]([N:10]([CH3:12])[CH3:11])[C:8]=2[CH:7]=[CH:6][CH:5]=1)(=[O:3])=[O:2].[CH2:18]([NH2:21])[CH2:19][NH2:20].Cl.[OH-].[Na+], predict the reaction product. The product is: [NH2:20][CH2:19][CH2:18][NH:21][S:1]([C:4]1[C:16]2[CH:15]=[CH:14][CH:13]=[C:9]([N:10]([CH3:12])[CH3:11])[C:8]=2[CH:7]=[CH:6][CH:5]=1)(=[O:3])=[O:2]. (2) Given the reactants C([O:8][C:9]1[CH:10]=[C:11]([CH:14]=[CH:15][C:16]=1[O:17][CH3:18])[CH:12]=O)C1C=CC=CC=1.C(OP([CH:27]([O:33][CH:34]([CH3:36])[CH3:35])[C:28]([O:30][CH2:31][CH3:32])=[O:29])(OCC)=O)C, predict the reaction product. The product is: [OH:8][C:9]1[CH:10]=[C:11]([CH2:12][CH:27]([O:33][CH:34]([CH3:36])[CH3:35])[C:28]([O:30][CH2:31][CH3:32])=[O:29])[CH:14]=[CH:15][C:16]=1[O:17][CH3:18].